From a dataset of Reaction yield outcomes from USPTO patents with 853,638 reactions. Predict the reaction yield, written as a fraction of the theoretical maximum amount of product (1.0 means a 100% yield; for example, 0.34 means a 34% yield). (1) The catalyst is C(Cl)(Cl)(Cl)Cl. The yield is 0.879. The product is [Br:10][CH:7]([C:1](=[O:6])[C:2]([CH3:5])([CH3:4])[CH3:3])[C:8]#[N:9]. The reactants are [C:1]([CH2:7][C:8]#[N:9])(=[O:6])[C:2]([CH3:5])([CH3:4])[CH3:3].[Br:10]N1C(=O)CCC1=O. (2) The reactants are [F:1][C:2]1[CH:3]=[C:4]([CH:19]=[CH:20][CH:21]=1)[CH2:5][O:6][C:7]1[CH:8]=[CH:9][C:10]2[CH:16]=[CH:15][NH:14][C:13](=[O:17])[CH2:12][C:11]=2[CH:18]=1.C(N(CC)CC)C.[CH3:29][O:30][CH2:31][C:32](Cl)=[O:33]. The catalyst is ClCCl. The product is [F:1][C:2]1[CH:3]=[C:4]([CH:19]=[CH:20][CH:21]=1)[CH2:5][O:6][C:7]1[CH:8]=[CH:9][C:10]2[CH:16]=[CH:15][N:14]([C:32](=[O:33])[CH2:31][O:30][CH3:29])[C:13](=[O:17])[CH2:12][C:11]=2[CH:18]=1. The yield is 0.240. (3) The reactants are Br[C:2]1[C:10]2[S:9][C:8]([NH:11][C:12]([NH:14][CH2:15][CH3:16])=[O:13])=[N:7][C:6]=2[CH:5]=[C:4]([N:17]2[CH:21]=[CH:20][CH:19]=[N:18]2)[CH:3]=1.[N:22]1[CH:27]=[CH:26][CH:25]=[C:24](B(O)O)[CH:23]=1.[O-]P([O-])([O-])=O.[K+].[K+].[K+]. The catalyst is CN(C=O)C.O.Cl[Pd](Cl)([P](C1C=CC=CC=1)(C1C=CC=CC=1)C1C=CC=CC=1)[P](C1C=CC=CC=1)(C1C=CC=CC=1)C1C=CC=CC=1. The product is [CH2:15]([NH:14][C:12]([NH:11][C:8]1[S:9][C:10]2[C:2]([C:24]3[CH:23]=[N:22][CH:27]=[CH:26][CH:25]=3)=[CH:3][C:4]([N:17]3[CH:21]=[CH:20][CH:19]=[N:18]3)=[CH:5][C:6]=2[N:7]=1)=[O:13])[CH3:16]. The yield is 0.220. (4) The reactants are [ClH:1].[S:2]1[CH:6]=[CH:5][C:4]2[C:7]([N:11]3[CH2:16][CH2:15][N:14]([CH2:17][CH2:18][CH2:19][O:20][C:21]4[C:26]([CH3:27])=[CH:25][C:24](Br)=[CH:23][C:22]=4[O:29][CH3:30])[CH2:13][CH2:12]3)=[CH:8][CH:9]=[CH:10][C:3]1=2.[C:31]([N:34]1[CH2:39][CH2:38][NH:37][CH2:36][CH2:35]1)(=[O:33])[CH3:32].C1(P(C2C=CC=CC=2)C2C=CC3C(=CC=CC=3)C=2C2C3C(=CC=CC=3)C=CC=2P(C2C=CC=CC=2)C2C=CC=CC=2)C=CC=CC=1.CC(C)([O-])C.[Na+]. The catalyst is C([O-])(=O)C.[Pd+2].C([O-])(=O)C.C1(C)C=CC=CC=1. The product is [ClH:1].[C:31]([N:34]1[CH2:39][CH2:38][N:37]([C:24]2[CH:25]=[C:26]([CH3:27])[C:21]([O:20][CH2:19][CH2:18][CH2:17][N:14]3[CH2:15][CH2:16][N:11]([C:7]4[C:4]5[CH:5]=[CH:6][S:2][C:3]=5[CH:10]=[CH:9][CH:8]=4)[CH2:12][CH2:13]3)=[C:22]([O:29][CH3:30])[CH:23]=2)[CH2:36][CH2:35]1)(=[O:33])[CH3:32]. The yield is 0.140.